From a dataset of Forward reaction prediction with 1.9M reactions from USPTO patents (1976-2016). Predict the product of the given reaction. (1) The product is: [CH3:27][C:25]([CH3:28])([S:23]([NH:22][C:18]1([CH2:14][C:13]([O:16][CH3:17])=[O:15])[CH2:21][CH2:20][CH2:19]1)=[O:24])[CH3:26]. Given the reactants C(NC(C)C)(C)C.C([Li])CCC.[C:13]([O:16][CH3:17])(=[O:15])[CH3:14].[C:18]1(=[N:22][S:23]([C:25]([CH3:28])([CH3:27])[CH3:26])=[O:24])[CH2:21][CH2:20][CH2:19]1, predict the reaction product. (2) Given the reactants [H-].[Na+].[Br:3][C:4]1[CH:22]=[N:21][C:7]2[N:8]([CH2:19][CH3:20])[C:9]3[N:17]=[C:16]([Cl:18])[CH:15]=[CH:14][C:10]=3[NH:11][C:12](=[O:13])[C:6]=2[CH:5]=1.O.[CH3:24]N(C=O)C, predict the reaction product. The product is: [Br:3][C:4]1[CH:22]=[N:21][C:7]2[N:8]([CH2:19][CH3:20])[C:9]3[N:17]=[C:16]([Cl:18])[CH:15]=[CH:14][C:10]=3[N:11]([CH3:24])[C:12](=[O:13])[C:6]=2[CH:5]=1.